The task is: Binary Classification. Given a miRNA mature sequence and a target amino acid sequence, predict their likelihood of interaction.. This data is from Experimentally validated miRNA-target interactions with 360,000+ pairs, plus equal number of negative samples. (1) The miRNA is mmu-miR-374b-5p with sequence AUAUAAUACAACCUGCUAAGUG. The protein sequence of the target gene is MDVFSFVKIPKLSSHRTKSSGWPPPSGTWGLNQVPPYGWEMMTNRDGRDYFINHMTQAIPFDDPRFDSCQIIPPAPRKVEMRRDPVLGFGFVAGSEKPVVVRSVTPGGPSEGKLIPGDQIVMINDEAVSAAPRERVIDLVRSCKESILLTVIQPYPSPKSAFISAAKKARLKSNPVKVRFSEEVIINGQVSETVKDNSLLFMPNVLKVYLENGQTKSFRFDCSTSIKDVILTLQEKLSIKGIEHFSLMLEQRIEGAGTKLLLLHEQETLTQVTQRPSSHKMRCLFRISFVPKDPIDLLRR.... Result: 1 (interaction). (2) The miRNA is mmu-miR-5129-5p with sequence AUGUGGGGGCAUUGGUAUUUUC. The protein sequence of the target gene is MAGVLKKTTGLVGLAVCNTPHERLRILYTKILDVLEEIPKNAAYRKYTEQITNEKLAMVKAEPDVKKLEDQLQGGQLEEVILQAEHELNLARKMREWKLWEPLVEEPPADQWKWPI. Result: 0 (no interaction). (3) The miRNA is hsa-miR-130b-5p with sequence ACUCUUUCCCUGUUGCACUAC. The protein sequence of the target gene is MADPEVVVSSCSSHEEENRCNFNQQTSPSEELLLEDQMRRKLKFFFMNPCEKFWARGRKPWKLAIQILKIAMVTIQLVLFGLSNQMVVAFKEENTIAFKHLFLKGYMDRMDDTYAVYTQSDVYDQLIFAVNQYLQLYNVSVGNHAYENKGTKQSAMAICQHFYKRGNIYPGNDTFDIDPEIETECFFVEPDEPFHIGTPAENKLNLTLDFHRLLTVELQFKLKAINLQTVRHQELPDCYDFTLTITFDNKAHSGRIKISLDNDISIRECKDWHVSGSIQKNTHYMMIFDAFVILTCLVSL.... Result: 0 (no interaction). (4) The miRNA is hsa-miR-718 with sequence CUUCCGCCCCGCCGGGCGUCG. The protein sequence of the target gene is MSSYFVNSLFSKYKTGESLRPNYYDCGFAQDLGGRPTVVYGPSSGGSFQHPSQIQEFYHGPSSLSTAPYQQNPCAVACHGDPGNFYGYDPLQRQSLFGAQDPDLVQYADCKLAAASGLGEEAEGSEQSPSPTQLFPWMRPQAAAGRRRGRQTYSRYQTLELEKEFLFNPYLTRKRRIEVSHALGLTERQVKIWFQNRRMKWKKENNKDKFPSSKCEQEELEKQKLERAPEAADEGDAQKGDKK. Result: 1 (interaction).